Regression/Classification. Given a drug SMILES string, predict its absorption, distribution, metabolism, or excretion properties. Task type varies by dataset: regression for continuous measurements (e.g., permeability, clearance, half-life) or binary classification for categorical outcomes (e.g., BBB penetration, CYP inhibition). For this dataset (solubility_aqsoldb), we predict Y. From a dataset of Aqueous solubility values for 9,982 compounds from the AqSolDB database. The drug is CCC=CCCOC(=O)C(C)c1ccc2cc(OC)ccc2c1. The Y is -7.36 log mol/L.